Dataset: Full USPTO retrosynthesis dataset with 1.9M reactions from patents (1976-2016). Task: Predict the reactants needed to synthesize the given product. (1) Given the product [C:12]([O:11][CH2:9][CH2:15][CH2:16][O:34][N:35]1[C:36](=[O:45])[C:37]2[C:38](=[CH:41][CH:42]=[CH:43][CH:44]=2)[C:39]1=[O:40])([CH3:13])([CH3:14])[CH3:46], predict the reactants needed to synthesize it. The reactants are: N([C:9]([O:11][CH:12]([CH3:14])[CH3:13])=O)=N[C:9]([O:11][CH:12]([CH3:14])[CH3:13])=O.[C:15]1(P(C2C=CC=CC=2)C2C=CC=CC=2)C=CC=C[CH:16]=1.[OH:34][N:35]1[C:39](=[O:40])[C:38]2=[CH:41][CH:42]=[CH:43][CH:44]=[C:37]2[C:36]1=[O:45].[CH2:46]1COCC1. (2) The reactants are: [O:1]=[S:2]1(=[O:18])[CH2:6][CH2:5][CH2:4][N:3]1[C:7]1[CH:17]=[CH:16][C:10]([C:11]([O:13]CC)=O)=[CH:9][N:8]=1.[Cl:19][C:20]1[CH:33]=[CH:32][C:23]([C:24]([CH:26]2[CH2:31][CH2:30][NH:29][CH2:28][CH2:27]2)=[O:25])=[CH:22][CH:21]=1. Given the product [Cl:19][C:20]1[CH:21]=[CH:22][C:23]([C:24]([CH:26]2[CH2:31][CH2:30][N:29]([C:11]([C:10]3[CH:9]=[N:8][C:7]([N:3]4[CH2:4][CH2:5][CH2:6][S:2]4(=[O:1])=[O:18])=[CH:17][CH:16]=3)=[O:13])[CH2:28][CH2:27]2)=[O:25])=[CH:32][CH:33]=1, predict the reactants needed to synthesize it. (3) Given the product [CH2:1]([O:3][C:4](=[O:19])[CH2:5][CH:6]1[CH2:7][CH2:8][N:9]([C:12]2[CH:17]=[CH:16][CH:15]=[CH:14][C:13]=2[NH:18][C:24](=[O:25])[C:23]2[CH:27]=[CH:28][CH:29]=[C:21]([Cl:20])[CH:22]=2)[CH2:10][CH2:11]1)[CH3:2], predict the reactants needed to synthesize it. The reactants are: [CH2:1]([O:3][C:4](=[O:19])[CH2:5][CH:6]1[CH2:11][CH2:10][N:9]([C:12]2[CH:17]=[CH:16][CH:15]=[CH:14][C:13]=2[NH2:18])[CH2:8][CH2:7]1)[CH3:2].[Cl:20][C:21]1[CH:22]=[C:23]([CH:27]=[CH:28][CH:29]=1)[C:24](Cl)=[O:25]. (4) The reactants are: [CH3:1][O:2][C:3]1[CH:4]=[C:5]2[C:10](=[CH:11][C:12]=1[O:13][CH3:14])[N:9]=[CH:8][CH:7]=[C:6]2[O:15][C:16]1[CH:22]=[CH:21][C:19]([NH2:20])=[CH:18][CH:17]=1.ClC(Cl)(O[C:27](=[O:33])[O:28][C:29](Cl)(Cl)Cl)Cl.[CH3:35][O:36][C:37]1[CH:42]=[CH:41][C:40](CO)=[CH:39][CH:38]=1.C(=O)(O)[O-].[Na+]. Given the product [CH3:1][O:2][C:3]1[CH:4]=[C:5]2[C:10](=[CH:11][C:12]=1[O:13][CH3:14])[N:9]=[CH:8][CH:7]=[C:6]2[O:15][C:16]1[CH:22]=[CH:21][C:19]([NH:20][C:27](=[O:33])[O:28][CH2:29][C:40]2[CH:41]=[CH:42][C:37]([O:36][CH3:35])=[CH:38][CH:39]=2)=[CH:18][CH:17]=1, predict the reactants needed to synthesize it. (5) Given the product [CH3:15][C:10]1([CH3:16])[C:11]([CH3:14])([CH3:13])[O:12][B:8]([CH2:2][C:3]2[CH:7]=[CH:6][S:5][CH:4]=2)[O:9]1, predict the reactants needed to synthesize it. The reactants are: Br[CH2:2][C:3]1[CH:7]=[CH:6][S:5][CH:4]=1.[B:8]1([B:8]2[O:12][C:11]([CH3:14])([CH3:13])[C:10]([CH3:16])([CH3:15])[O:9]2)[O:12][C:11]([CH3:14])([CH3:13])[C:10]([CH3:16])([CH3:15])[O:9]1.C(=O)([O-])[O-].[K+].[K+]. (6) Given the product [CH:25]1([NH:26][C:9]([C:7]2[NH:6][N:5]=[C:4]([CH:1]([CH3:2])[CH3:3])[CH:8]=2)=[O:11])[CH2:23][CH2:24]1, predict the reactants needed to synthesize it. The reactants are: [CH:1]([C:4]1[CH:8]=[C:7]([C:9]([OH:11])=O)[NH:6][N:5]=1)([CH3:3])[CH3:2].CN(C(ON1N=NC2[CH:23]=[CH:24][CH:25]=[N:26]C1=2)=[N+](C)C)C.F[P-](F)(F)(F)(F)F.C1(N)CC1.CCN(C(C)C)C(C)C. (7) Given the product [CH:20]([N:23]1[CH2:28][CH2:27][CH:26]([O:17][C:14]2[CH:15]=[CH:16][C:11]([C:5]3([CH2:4][N:2]([CH3:1])[CH3:3])[CH2:6][CH2:7][O:8][CH2:9][CH2:10]3)=[CH:12][CH:13]=2)[CH2:25][CH2:24]1)([CH3:22])[CH3:21], predict the reactants needed to synthesize it. The reactants are: [CH3:1][N:2]([CH2:4][C:5]1([C:11]2[CH:16]=[CH:15][C:14]([OH:17])=[CH:13][CH:12]=2)[CH2:10][CH2:9][O:8][CH2:7][CH2:6]1)[CH3:3].[H-].[Na+].[CH:20]([N:23]1[CH2:28][CH2:27][CH:26](OS(C)(=O)=O)[CH2:25][CH2:24]1)([CH3:22])[CH3:21].